Dataset: NCI-60 drug combinations with 297,098 pairs across 59 cell lines. Task: Regression. Given two drug SMILES strings and cell line genomic features, predict the synergy score measuring deviation from expected non-interaction effect. (1) Drug 2: C1CNP(=O)(OC1)N(CCCl)CCCl. Synergy scores: CSS=4.38, Synergy_ZIP=1.91, Synergy_Bliss=1.85, Synergy_Loewe=-1.83, Synergy_HSA=-0.322. Drug 1: CN(C)C1=NC(=NC(=N1)N(C)C)N(C)C. Cell line: NCI-H322M. (2) Drug 1: C1=CC(=CC=C1CC(C(=O)O)N)N(CCCl)CCCl.Cl. Drug 2: CC1C(C(CC(O1)OC2CC(OC(C2O)C)OC3=CC4=CC5=C(C(=O)C(C(C5)C(C(=O)C(C(C)O)O)OC)OC6CC(C(C(O6)C)O)OC7CC(C(C(O7)C)O)OC8CC(C(C(O8)C)O)(C)O)C(=C4C(=C3C)O)O)O)O. Cell line: UO-31. Synergy scores: CSS=7.98, Synergy_ZIP=-1.46, Synergy_Bliss=1.61, Synergy_Loewe=1.31, Synergy_HSA=1.33.